This data is from Forward reaction prediction with 1.9M reactions from USPTO patents (1976-2016). The task is: Predict the product of the given reaction. (1) Given the reactants [H-].[Na+].[CH2:3]([O:10][C:11]1[CH:16]=[CH:15][C:14]([C:17](=[O:19])[CH3:18])=[CH:13][CH:12]=1)[C:4]1[CH:9]=[CH:8][CH:7]=[CH:6][CH:5]=1.[C:20](=O)([O:23]C)[O:21][CH3:22], predict the reaction product. The product is: [CH2:3]([O:10][C:11]1[CH:12]=[CH:13][C:14]([C:17](=[O:19])[CH2:18][C:20]([O:21][CH3:22])=[O:23])=[CH:15][CH:16]=1)[C:4]1[CH:5]=[CH:6][CH:7]=[CH:8][CH:9]=1. (2) Given the reactants [C:1]([O:5][C:6]([N:8]1[CH2:12][CH2:11][CH2:10][C@H:9]1[C@H:13]([S:19][CH3:20])[C@H:14]([C:16]([OH:18])=O)[CH3:15])=[O:7])([CH3:4])([CH3:3])[CH3:2].Br.[CH3:22][NH:23][CH2:24][CH2:25][C:26]1[CH:31]=[CH:30][CH:29]=[C:28]([OH:32])[CH:27]=1.F[P-](F)(F)(F)(F)F.N1(O[P+](N(C)C)(N(C)C)N(C)C)C2C=CC=CC=2N=N1.C1C=CC2N(O)N=NC=2C=1.C(N(C(C)C)CC)(C)C, predict the reaction product. The product is: [C:1]([O:5][C:6]([N:8]1[CH2:12][CH2:11][CH2:10][C@H:9]1[C@H:13]([S:19][CH3:20])[C@H:14]([C:16](=[O:18])[N:23]([CH2:24][CH2:25][C:26]1[CH:31]=[CH:30][CH:29]=[C:28]([OH:32])[CH:27]=1)[CH3:22])[CH3:15])=[O:7])([CH3:2])([CH3:3])[CH3:4]. (3) Given the reactants Cl[CH2:2][C:3]1[CH:21]=[CH:20][C:6]([O:7][CH2:8][C:9]2[N:10]=[C:11]([C:15]3[O:16][CH:17]=[CH:18][CH:19]=3)[O:12][C:13]=2[CH3:14])=[C:5]([O:22][CH3:23])[CH:4]=1.[C:24]1([N:30]2[C:34]([CH2:35][CH2:36][C:37]3[CH:42]=[CH:41][CH:40]=[CH:39][N:38]=3)=[CH:33][C:32]([OH:43])=[N:31]2)[CH:29]=[CH:28][CH:27]=[CH:26][CH:25]=1.CN(C)C=O.[H-].[Na+], predict the reaction product. The product is: [O:16]1[CH:17]=[CH:18][CH:19]=[C:15]1[C:11]1[O:12][C:13]([CH3:14])=[C:9]([CH2:8][O:7][C:6]2[CH:20]=[CH:21][C:3]([CH2:2][O:43][C:32]3[CH:33]=[C:34]([CH2:35][CH2:36][C:37]4[CH:42]=[CH:41][CH:40]=[CH:39][N:38]=4)[N:30]([C:24]4[CH:29]=[CH:28][CH:27]=[CH:26][CH:25]=4)[N:31]=3)=[CH:4][C:5]=2[O:22][CH3:23])[N:10]=1. (4) Given the reactants [S:1]1[CH:5]=[CH:4][C:3]([C:6]([OH:8])=[O:7])=[C:2]1[C:9]([OH:11])=[O:10].Cl[Si](C)(C)C.[CH3:17][CH:18]([CH3:21])[CH2:19]O, predict the reaction product. The product is: [S:1]1[CH:5]=[CH:4][C:3]([C:6]([O:8][CH2:17][CH:18]([CH3:21])[CH3:19])=[O:7])=[C:2]1[C:9]([O:11][CH2:2][CH:3]([CH3:6])[CH3:4])=[O:10].